From a dataset of Full USPTO retrosynthesis dataset with 1.9M reactions from patents (1976-2016). Predict the reactants needed to synthesize the given product. (1) Given the product [CH2:23]([O:27][C:28]1[C:35]([O:36][CH3:37])=[CH:34][CH:33]=[CH:32][C:29]=1/[CH:30]=[CH:1]/[C:2]1[N:3]=[C:4]2[S:22][CH:21]=[CH:20][N:5]2[C:6](=[O:19])[C:7]=1[C:8]1[CH:13]=[CH:12][C:11]([O:14][C:15]([F:17])([F:18])[F:16])=[CH:10][CH:9]=1)[CH:24]([CH3:26])[CH3:25], predict the reactants needed to synthesize it. The reactants are: [CH3:1][C:2]1[N:3]=[C:4]2[S:22][CH:21]=[CH:20][N:5]2[C:6](=[O:19])[C:7]=1[C:8]1[CH:13]=[CH:12][C:11]([O:14][C:15]([F:18])([F:17])[F:16])=[CH:10][CH:9]=1.[CH2:23]([O:27][C:28]1[C:35]([O:36][CH3:37])=[CH:34][CH:33]=[CH:32][C:29]=1[CH:30]=O)[CH:24]([CH3:26])[CH3:25].[O-]CC.[Na+]. (2) Given the product [I:19][C:2]1[CH:10]=[C:9]([C:11]([F:14])([F:13])[F:12])[CH:8]=[CH:7][C:3]=1[C:4]([OH:6])=[O:5], predict the reactants needed to synthesize it. The reactants are: N[C:2]1[CH:10]=[C:9]([C:11]([F:14])([F:13])[F:12])[CH:8]=[CH:7][C:3]=1[C:4]([OH:6])=[O:5].N([O-])=O.[Na+].[I-:19].[K+].S([O-])([O-])(=O)=S.[Na+].[Na+]. (3) Given the product [NH2:8][C@H:9]([CH2:15][CH:16]1[CH2:17][CH2:18][CH2:19][CH2:20][CH2:21]1)[CH:10]([OH:14])[C:11]([NH:31][O:30][CH2:23][C:24]1[CH:29]=[CH:28][CH:27]=[CH:26][CH:25]=1)=[O:13], predict the reactants needed to synthesize it. The reactants are: C(OC([NH:8][C@H:9]([CH2:15][CH:16]1[CH2:21][CH2:20][CH2:19][CH2:18][CH2:17]1)[CH:10]([OH:14])[C:11]([OH:13])=O)=O)(C)(C)C.Cl.[CH2:23]([O:30][NH2:31])[C:24]1[CH:29]=[CH:28][CH:27]=[CH:26][CH:25]=1.Cl.CN(C)CCCN=C=NCC.ON1C2C=CC=CC=2N=N1.CN1CCOCC1. (4) Given the product [CH3:1][C:2]([NH:6][C:7](=[O:8])[O:9][C:10]([CH3:13])([CH3:12])[CH3:11])([C:4]#[CH:5])[CH3:3], predict the reactants needed to synthesize it. The reactants are: [CH3:1][C:2]([NH2:6])([C:4]#[CH:5])[CH3:3].[C:7](O[C:7]([O:9][C:10]([CH3:13])([CH3:12])[CH3:11])=[O:8])([O:9][C:10]([CH3:13])([CH3:12])[CH3:11])=[O:8]. (5) Given the product [Cl:1][C:2]1[CH:25]=[C:24]([NH:26][C:27]2[CH:32]=[CH:31][C:30]([F:33])=[CH:29][C:28]=2[F:34])[CH:23]=[CH:22][C:3]=1[C:4]([C:6]1[CH:7]=[C:8]([C:13]2[N:14]=[N:15][N:16]([CH2:18][C:19]([NH:38][CH2:36][CH3:37])=[O:20])[CH:17]=2)[CH:9]=[CH:10][C:11]=1[CH3:12])=[O:5], predict the reactants needed to synthesize it. The reactants are: [Cl:1][C:2]1[CH:25]=[C:24]([NH:26][C:27]2[CH:32]=[CH:31][C:30]([F:33])=[CH:29][C:28]=2[F:34])[CH:23]=[CH:22][C:3]=1[C:4]([C:6]1[CH:7]=[C:8]([C:13]2[N:14]=[N:15][N:16]([CH2:18][C:19](O)=[O:20])[CH:17]=2)[CH:9]=[CH:10][C:11]=1[CH3:12])=[O:5].Cl.[CH2:36]([NH2:38])[CH3:37].C1C=CC(P(OC2C(F)=C(F)C(F)=C(F)C=2F)(C2C=CC=CC=2)=O)=CC=1.CCN(C(C)C)C(C)C. (6) Given the product [F:41][C:38]([F:39])([F:40])[C:34]1[CH:33]=[C:32]([CH:37]=[CH:36][CH:35]=1)[CH2:31][NH:30][C:26]1[N:25]=[C:24]([C:23]2[C:18]3[C:19](=[N:20][C:15]([NH:14][CH:11]4[CH2:10][CH2:9][CH:8]([NH2:7])[CH2:13][CH2:12]4)=[N:16][CH:17]=3)[NH:21][N:22]=2)[CH:29]=[CH:28][N:27]=1, predict the reactants needed to synthesize it. The reactants are: C(OC(=O)[NH:7][CH:8]1[CH2:13][CH2:12][CH:11]([NH:14][C:15]2[N:20]=[C:19]3[NH:21][N:22]=[C:23]([C:24]4[CH:29]=[CH:28][N:27]=[C:26]([NH:30][CH2:31][C:32]5[CH:37]=[CH:36][CH:35]=[C:34]([C:38]([F:41])([F:40])[F:39])[CH:33]=5)[N:25]=4)[C:18]3=[CH:17][N:16]=2)[CH2:10][CH2:9]1)(C)(C)C.Cl.